From a dataset of NCI-60 drug combinations with 297,098 pairs across 59 cell lines. Regression. Given two drug SMILES strings and cell line genomic features, predict the synergy score measuring deviation from expected non-interaction effect. (1) Drug 1: COC1=CC(=CC(=C1O)OC)C2C3C(COC3=O)C(C4=CC5=C(C=C24)OCO5)OC6C(C(C7C(O6)COC(O7)C8=CC=CS8)O)O. Drug 2: C1=C(C(=O)NC(=O)N1)N(CCCl)CCCl. Cell line: PC-3. Synergy scores: CSS=29.3, Synergy_ZIP=-3.86, Synergy_Bliss=-0.927, Synergy_Loewe=-27.4, Synergy_HSA=3.06. (2) Drug 1: C1CCC(CC1)NC(=O)N(CCCl)N=O. Drug 2: CCCCCOC(=O)NC1=NC(=O)N(C=C1F)C2C(C(C(O2)C)O)O. Cell line: NCI-H226. Synergy scores: CSS=15.4, Synergy_ZIP=-0.667, Synergy_Bliss=4.52, Synergy_Loewe=-1.25, Synergy_HSA=4.47. (3) Drug 1: CC1=C(C=C(C=C1)NC(=O)C2=CC=C(C=C2)CN3CCN(CC3)C)NC4=NC=CC(=N4)C5=CN=CC=C5. Drug 2: COCCOC1=C(C=C2C(=C1)C(=NC=N2)NC3=CC=CC(=C3)C#C)OCCOC.Cl. Cell line: EKVX. Synergy scores: CSS=9.17, Synergy_ZIP=-4.75, Synergy_Bliss=-0.944, Synergy_Loewe=-2.22, Synergy_HSA=0.259. (4) Drug 1: CC1C(C(CC(O1)OC2CC(CC3=C2C(=C4C(=C3O)C(=O)C5=C(C4=O)C(=CC=C5)OC)O)(C(=O)C)O)N)O.Cl. Drug 2: CC1=C2C(C(=O)C3(C(CC4C(C3C(C(C2(C)C)(CC1OC(=O)C(C(C5=CC=CC=C5)NC(=O)C6=CC=CC=C6)O)O)OC(=O)C7=CC=CC=C7)(CO4)OC(=O)C)O)C)OC(=O)C. Cell line: MALME-3M. Synergy scores: CSS=36.8, Synergy_ZIP=-4.43, Synergy_Bliss=2.65, Synergy_Loewe=1.03, Synergy_HSA=3.46. (5) Drug 1: CC(CN1CC(=O)NC(=O)C1)N2CC(=O)NC(=O)C2. Drug 2: B(C(CC(C)C)NC(=O)C(CC1=CC=CC=C1)NC(=O)C2=NC=CN=C2)(O)O. Cell line: NCI-H460. Synergy scores: CSS=36.4, Synergy_ZIP=2.99, Synergy_Bliss=-2.15, Synergy_Loewe=-0.337, Synergy_HSA=-0.255. (6) Drug 1: CN(C)N=NC1=C(NC=N1)C(=O)N. Cell line: MALME-3M. Synergy scores: CSS=32.8, Synergy_ZIP=4.69, Synergy_Bliss=7.48, Synergy_Loewe=-16.6, Synergy_HSA=5.52. Drug 2: CC1=C2C(C(=O)C3(C(CC4C(C3C(C(C2(C)C)(CC1OC(=O)C(C(C5=CC=CC=C5)NC(=O)OC(C)(C)C)O)O)OC(=O)C6=CC=CC=C6)(CO4)OC(=O)C)O)C)O.